Dataset: Catalyst prediction with 721,799 reactions and 888 catalyst types from USPTO. Task: Predict which catalyst facilitates the given reaction. (1) Reactant: [NH:1]1[C:10]2[C:5](=[CH:6][CH:7]=[CH:8][CH:9]=2)[CH2:4][CH2:3][CH2:2]1.C(=O)([O-])[O-].[K+].[K+].Cl[C:18]([O:20][CH3:21])=[O:19].O. Product: [N:1]1([C:18]([O:20][CH3:21])=[O:19])[C:10]2[C:5](=[CH:6][CH:7]=[CH:8][CH:9]=2)[CH2:4][CH2:3][CH2:2]1. The catalyst class is: 9. (2) Reactant: [NH2:1][CH2:2][CH2:3][CH2:4][N:5]1[CH2:10][CH2:9][N:8]([CH3:11])[CH2:7][CH2:6]1.[S:12]1[C:16]([C:17]2[CH:22]=[CH:21][N:20]=[C:19]([Cl:23])[N:18]=2)=[CH:15][C:14]2[CH:24]=[CH:25][CH:26]=[CH:27][C:13]1=2. Product: [ClH:23].[ClH:23].[ClH:23].[S:12]1[C:16]([C:17]2[CH:22]=[CH:21][N:20]=[C:19]([NH:1][CH2:2][CH2:3][CH2:4][N:5]3[CH2:6][CH2:7][N:8]([CH3:11])[CH2:9][CH2:10]3)[N:18]=2)=[CH:15][C:14]2[CH:24]=[CH:25][CH:26]=[CH:27][C:13]1=2. The catalyst class is: 12.